Task: Predict the reaction yield, written as a fraction of the theoretical maximum amount of product (1.0 means a 100% yield; for example, 0.34 means a 34% yield).. Dataset: Reaction yield outcomes from USPTO patents with 853,638 reactions (1) The reactants are [N:1]1[CH:2]=[CH:3][N:4]2[C:9]=1[CH:8]=[CH:7][C:6]([O:10][C:11]1[CH:12]=[C:13]([CH:17]=[CH:18][CH:19]=1)[C:14]([OH:16])=O)=[N:5]2.[NH2:20][C:21]1[CH:26]=[CH:25][CH:24]=[CH:23][CH:22]=1.O.ON1C2C=CC=CC=2N=N1.Cl.CN(C)CCCN=C=NCC.C(N(CC)CC)C.[OH-].[Na+]. The catalyst is CN(C)C=O. The product is [N:1]1[CH:2]=[CH:3][N:4]2[C:9]=1[CH:8]=[CH:7][C:6]([O:10][C:11]1[CH:12]=[C:13]([CH:17]=[CH:18][CH:19]=1)[C:14]([NH:20][C:21]1[CH:26]=[CH:25][CH:24]=[CH:23][CH:22]=1)=[O:16])=[N:5]2. The yield is 0.740. (2) The reactants are Br[C:2]1[CH:23]=[CH:22][C:5]([C:6]([NH:8][S:9]([C:12]2[CH:17]=[CH:16][CH:15]=[CH:14][C:13]=2[S:18](=[O:21])(=[O:20])[NH2:19])(=[O:11])=[O:10])=[O:7])=[CH:4][C:3]=1[F:24].[CH:25]1([C:30]#[CH:31])[CH2:29][CH2:28][CH2:27][CH2:26]1.C(NC(C)C)(C)C. The catalyst is CN(C)C=O.[Cu]I.Cl[Pd](Cl)([P](C1C=CC=CC=1)(C1C=CC=CC=1)C1C=CC=CC=1)[P](C1C=CC=CC=1)(C1C=CC=CC=1)C1C=CC=CC=1. The product is [CH:25]1([C:30]#[C:31][C:2]2[CH:23]=[CH:22][C:5]([C:6]([NH:8][S:9]([C:12]3[CH:17]=[CH:16][CH:15]=[CH:14][C:13]=3[S:18](=[O:21])(=[O:20])[NH2:19])(=[O:11])=[O:10])=[O:7])=[CH:4][C:3]=2[F:24])[CH2:29][CH2:28][CH2:27][CH2:26]1. The yield is 0.520. (3) The reactants are C(OC(N1CC(=C)CC1C1NC(C2C=CC(C3C=CC4C(=CC=C(C5NC(C6CCCN6C(=O)C(NC(OC)=O)C(C)C)=NC=5)C=4)C=3)=CC=2)=CN=1)=O)(C)(C)C.[C:56]([O:60][C:61]([N:63]1[CH2:67][CH2:66][CH2:65][CH:64]1[C:68]1[NH:69][C:70]([C:73]2[CH:82]=[CH:81][C:80]3[C:75](=[CH:76][CH:77]=[C:78](Br)[CH:79]=3)[CH:74]=2)=[CH:71][N:72]=1)=[O:62])([CH3:59])([CH3:58])[CH3:57].[CH3:84][O:85][C:86](=[O:121])[NH:87][CH:88]([C:92]([N:94]1[CH2:98][CH2:97][CH2:96][CH:95]1[C:99]1[NH:103][C:102]2[C:104]3[C:109]([CH2:110][CH2:111][C:101]=2[N:100]=1)=[CH:108][C:107](B1OC(C)(C)C(C)(C)O1)=[CH:106][CH:105]=3)=[O:93])[CH:89]([CH3:91])[CH3:90]. No catalyst specified. The product is [C:56]([O:60][C:61]([N:63]1[CH2:67][CH2:66][CH2:65][CH:64]1[C:68]1[NH:69][C:70]([C:73]2[CH:82]=[CH:81][C:80]3[C:75](=[CH:76][CH:77]=[C:78]([C:107]4[CH:108]=[C:109]5[C:104](=[CH:105][CH:106]=4)[C:102]4[NH:103][C:99]([CH:95]6[CH2:96][CH2:97][CH2:98][N:94]6[C:92](=[O:93])[CH:88]([NH:87][C:86]([O:85][CH3:84])=[O:121])[CH:89]([CH3:91])[CH3:90])=[N:100][C:101]=4[CH2:111][CH2:110]5)[CH:79]=3)[CH:74]=2)=[CH:71][N:72]=1)=[O:62])([CH3:59])([CH3:58])[CH3:57]. The yield is 0.740. (4) The reactants are [O:1]=[C:2]1[NH:6][C:5](=[O:7])/[C:4](=[CH:8]\[C:9]2[CH:28]=[CH:27][C:12]([O:13][CH2:14][CH2:15][O:16][C:17]3[CH:26]=[CH:25][C:20]([C:21]([O:23]C)=[O:22])=[CH:19][CH:18]=3)=[CH:11][CH:10]=2)/[S:3]1.CO.O.[OH-].[Li+].Cl. The catalyst is C1COCC1.O. The product is [O:1]=[C:2]1[NH:6][C:5](=[O:7])/[C:4](=[CH:8]\[C:9]2[CH:10]=[CH:11][C:12]([O:13][CH2:14][CH2:15][O:16][C:17]3[CH:26]=[CH:25][C:20]([C:21]([OH:23])=[O:22])=[CH:19][CH:18]=3)=[CH:27][CH:28]=2)/[S:3]1. The yield is 0.220. (5) The reactants are [Si]([O:8][CH2:9][C:10]1([F:26])[CH2:14][N:13]([C:15]([O:17][C:18]([CH3:21])([CH3:20])[CH3:19])=[O:16])[C@H:12]([C:22]([O:24][CH3:25])=[O:23])[CH2:11]1)(C(C)(C)C)(C)C.CCCC[N+](CCCC)(CCCC)CCCC.[F-]. The catalyst is O1CCCC1.O. The product is [F:26][C:10]1([CH2:9][OH:8])[CH2:14][N:13]([C:15]([O:17][C:18]([CH3:20])([CH3:21])[CH3:19])=[O:16])[C@H:12]([C:22]([O:24][CH3:25])=[O:23])[CH2:11]1. The yield is 0.730. (6) The reactants are C(O[C:4](=[O:20])[C:5](=[O:19])[CH2:6][C:7]1([C:10]2[CH:15]=[CH:14][CH:13]=[C:12]([Cl:16])[C:11]=2[O:17][CH3:18])[CH2:9][CH2:8]1)C.[F:21][C:22]([Si](C)(C)C)([F:24])[F:23].[F-].C([N+](CCCC)(CCCC)CCCC)CCC.O. The catalyst is O1CCCC1.C(OC)(C)(C)C.[F-].C([N+](CCCC)(CCCC)CCCC)CCC. The yield is 0.474. The product is [Cl:16][C:12]1[C:11]([O:17][CH3:18])=[C:10]([C:7]2([CH2:6][C:5]([OH:19])([C:22]([F:24])([F:23])[F:21])[CH:4]=[O:20])[CH2:8][CH2:9]2)[CH:15]=[CH:14][CH:13]=1.